Dataset: Full USPTO retrosynthesis dataset with 1.9M reactions from patents (1976-2016). Task: Predict the reactants needed to synthesize the given product. (1) Given the product [Cl:9][C:10]1[CH:15]=[C:14]([I:17])[C:13]([F:16])=[CH:12][N:11]=1, predict the reactants needed to synthesize it. The reactants are: C([N-]C(C)C)(C)C.[Li+].[Cl:9][C:10]1[CH:15]=[CH:14][C:13]([F:16])=[CH:12][N:11]=1.[I:17]I.S([O-])([O-])(=O)=S.[Na+].[Na+]. (2) Given the product [CH:1]1[N:5]2[C:6]3[C:11]([N:12]([C:19]([O:21][C:22]([CH3:25])([CH3:24])[CH3:23])=[O:20])[CH2:13][C:4]2=[C:3]([C:14]([O:16][CH2:17][CH3:18])=[O:15])[N:2]=1)=[CH:10][CH:9]=[CH:8][CH:7]=3, predict the reactants needed to synthesize it. The reactants are: [CH:1]1[N:5]2[C:6]3[C:11]([NH:12][CH2:13][C:4]2=[C:3]([C:14]([O:16][CH2:17][CH3:18])=[O:15])[N:2]=1)=[CH:10][CH:9]=[CH:8][CH:7]=3.[C:19](O[C:19]([O:21][C:22]([CH3:25])([CH3:24])[CH3:23])=[O:20])([O:21][C:22]([CH3:25])([CH3:24])[CH3:23])=[O:20].C(N(CC)CC)C.[H-].[Na+]. (3) Given the product [CH2:1]([O:3][CH2:4][C@@H:5]1[CH2:9][O:8][C:7](=[O:10])[N:6]1[C:11]1[CH:16]=[CH:15][C:14]([C:17]([N:19]2[CH2:20][CH2:21][N:22]([C:28]3[C:29]([Cl:33])=[CH:30][C:31]([Cl:32])=[C:26]([Cl:25])[N:27]=3)[CH2:23][CH2:24]2)=[O:18])=[CH:13][CH:12]=1)[CH3:2], predict the reactants needed to synthesize it. The reactants are: [CH2:1]([O:3][CH2:4][C@@H:5]1[CH2:9][O:8][C:7](=[O:10])[N:6]1[C:11]1[CH:16]=[CH:15][C:14]([C:17]([N:19]2[CH2:24][CH2:23][NH:22][CH2:21][CH2:20]2)=[O:18])=[CH:13][CH:12]=1)[CH3:2].[Cl:25][C:26]1[C:31]([Cl:32])=[CH:30][C:29]([Cl:33])=[C:28](Cl)[N:27]=1. (4) Given the product [F:12][C:9]([F:10])([F:11])[C:29]([OH:31])=[O:30].[NH:40]1[CH2:42][CH:35]([NH:1][C:2]2[CH:3]=[C:4]([N:13]3[C:17](=[O:18])[C:16]([CH3:20])([CH3:19])[N:15]([CH2:21][C:22]4[CH:27]=[CH:26][N:25]=[CH:24][CH:23]=4)[C:14]3=[O:28])[CH:5]=[CH:6][C:7]=2[O:8][C:9]([F:10])([F:11])[F:12])[CH2:39]1, predict the reactants needed to synthesize it. The reactants are: [NH2:1][C:2]1[CH:3]=[C:4]([N:13]2[C:17](=[O:18])[C:16]([CH3:20])([CH3:19])[N:15]([CH2:21][C:22]3[CH:27]=[CH:26][N:25]=[CH:24][CH:23]=3)[C:14]2=[O:28])[CH:5]=[CH:6][C:7]=1[O:8][C:9]([F:12])([F:11])[F:10].[C:29](=O)([O-:31])[O-:30].[K+].[K+].[CH:35]([O-])=O.[NH4+].[CH3:39][N:40]([CH:42]=O)C.